Dataset: Full USPTO retrosynthesis dataset with 1.9M reactions from patents (1976-2016). Task: Predict the reactants needed to synthesize the given product. (1) Given the product [CH3:21][N:22]([CH3:23])[C:2]1[CH:7]=[C:6]([C:8]2[N:9]=[C:10]([NH:13][C:14]3[CH:19]=[CH:18][CH:17]=[C:16]([CH3:20])[CH:15]=3)[S:11][CH:12]=2)[CH:5]=[CH:4][N:3]=1, predict the reactants needed to synthesize it. The reactants are: Br[C:2]1[CH:7]=[C:6]([C:8]2[N:9]=[C:10]([NH:13][C:14]3[CH:19]=[CH:18][CH:17]=[C:16]([CH3:20])[CH:15]=3)[S:11][CH:12]=2)[CH:5]=[CH:4][N:3]=1.[CH3:21][NH:22][CH3:23]. (2) Given the product [C:21]([O:25][C:26](=[O:40])[NH:27][CH2:28][C:29](=[O:39])[NH:30][C:31]1[CH:36]=[CH:35][CH:34]=[C:33]([CH2:37][NH:38][C:2]2[N:7]=[C:6]([NH:8][CH2:9][C@H:10]3[CH2:15][CH2:14][C@H:13]([CH2:16][OH:17])[CH2:12][CH2:11]3)[C:5]([N+:18]([O-:20])=[O:19])=[CH:4][N:3]=2)[CH:32]=1)([CH3:24])([CH3:22])[CH3:23], predict the reactants needed to synthesize it. The reactants are: Cl[C:2]1[N:7]=[C:6]([NH:8][CH2:9][C@H:10]2[CH2:15][CH2:14][C@H:13]([CH2:16][OH:17])[CH2:12][CH2:11]2)[C:5]([N+:18]([O-:20])=[O:19])=[CH:4][N:3]=1.[C:21]([O:25][C:26](=[O:40])[NH:27][CH2:28][C:29](=[O:39])[NH:30][C:31]1[CH:36]=[CH:35][CH:34]=[C:33]([CH2:37][NH2:38])[CH:32]=1)([CH3:24])([CH3:23])[CH3:22].C(N(CC)C(C)C)(C)C. (3) Given the product [CH2:1]([O:3][C:4](=[O:32])[C:5]([O:8][C:9]1[CH:14]=[CH:13][C:12]([O:15][CH2:16][CH2:17][C:18]2[N:19]=[C:20]([C:24]3[CH:29]=[CH:28][CH:27]=[CH:26][CH:25]=3)[O:21][C:22]=2[CH3:23])=[CH:11][C:10]=1[CH2:30][Br:53])([CH3:7])[CH3:6])[CH3:2], predict the reactants needed to synthesize it. The reactants are: [CH2:1]([O:3][C:4](=[O:32])[C:5]([O:8][C:9]1[CH:14]=[CH:13][C:12]([O:15][CH2:16][CH2:17][C:18]2[N:19]=[C:20]([C:24]3[CH:29]=[CH:28][CH:27]=[CH:26][CH:25]=3)[O:21][C:22]=2[CH3:23])=[CH:11][C:10]=1[CH2:30]O)([CH3:7])[CH3:6])[CH3:2].C1(P(C2C=CC=CC=2)C2C=CC=CC=2)C=CC=CC=1.C(Br)(Br)(Br)[Br:53].CCOC(C)=O. (4) Given the product [CH:1]12[CH2:10][CH:5]3[CH2:6][CH:7]([CH2:9][CH:3]([CH2:4]3)[CH:2]1[NH:11][C:12](=[O:15])[CH2:13][N:26]1[CH2:27][CH2:28][N:23]([CH2:22][C:17]3[CH:18]=[CH:19][CH:20]=[CH:21][N:16]=3)[CH2:24][CH2:25]1)[CH2:8]2, predict the reactants needed to synthesize it. The reactants are: [CH:1]12[CH2:10][CH:5]3[CH2:6][CH:7]([CH2:9][CH:3]([CH2:4]3)[CH:2]1[NH:11][C:12](=[O:15])[CH2:13]Cl)[CH2:8]2.[N:16]1[CH:21]=[CH:20][CH:19]=[CH:18][C:17]=1[CH2:22][N:23]1[CH2:28][CH2:27][NH:26][CH2:25][CH2:24]1.C([O-])([O-])=O.[K+].[K+]. (5) Given the product [CH3:25][N:24]([CH3:26])[C:22](=[O:23])[CH2:21][C:3]1[C:2]([F:1])=[CH:7][C:6]([O:8][CH2:9][CH2:10][C@@H:11]2[CH2:13][C@@H:12]2[CH:14]2[CH2:15][CH2:16][N:17]([C:39]([O:38][C:35]3([CH3:34])[CH2:37][CH2:36]3)=[O:40])[CH2:18][CH2:19]2)=[C:5]([F:20])[CH:4]=1, predict the reactants needed to synthesize it. The reactants are: [F:1][C:2]1[CH:7]=[C:6]([O:8][CH2:9][CH2:10][C@@H:11]2[CH2:13][C@@H:12]2[CH:14]2[CH2:19][CH2:18][NH:17][CH2:16][CH2:15]2)[C:5]([F:20])=[CH:4][C:3]=1[CH2:21][C:22]([N:24]([CH3:26])[CH3:25])=[O:23].C(N(CC)CC)C.[CH3:34][C:35]1([O:38][C:39](ON2C(=O)CCC2=O)=[O:40])[CH2:37][CH2:36]1. (6) Given the product [Cl:27][C:28]1[S:32][C:31]([S:33]([NH:36][C:24]([CH:21]2[CH2:22][CH2:23][N:18]([C:4]3[C:3]([C:1]#[N:2])=[CH:8][C:7]([C:9]([O:11][CH2:12][CH3:13])=[O:10])=[C:6]([C:14]([F:16])([F:17])[F:15])[N:5]=3)[CH2:19][CH2:20]2)=[O:26])(=[O:35])=[O:34])=[CH:30][CH:29]=1, predict the reactants needed to synthesize it. The reactants are: [C:1]([C:3]1[C:4]([N:18]2[CH2:23][CH2:22][CH:21]([C:24]([OH:26])=O)[CH2:20][CH2:19]2)=[N:5][C:6]([C:14]([F:17])([F:16])[F:15])=[C:7]([C:9]([O:11][CH2:12][CH3:13])=[O:10])[CH:8]=1)#[N:2].[Cl:27][C:28]1[S:32][C:31]([S:33]([NH2:36])(=[O:35])=[O:34])=[CH:30][CH:29]=1.